The task is: Predict the reaction yield, written as a fraction of the theoretical maximum amount of product (1.0 means a 100% yield; for example, 0.34 means a 34% yield).. This data is from Reaction yield outcomes from USPTO patents with 853,638 reactions. (1) The yield is 0.220. The reactants are [C:1]([O:5][C:6]([NH:8][C@H:9]([CH2:12][O:13][CH2:14][C:15]1[CH:20]=[CH:19][CH:18]=[CH:17][CH:16]=1)[CH2:10][NH2:11])=[O:7])([CH3:4])([CH3:3])[CH3:2].[C:21]([O:25][C:26]([NH:28][C@@H:29]([CH2:32][O:33][CH2:34][C:35]1[CH:40]=[CH:39][CH:38]=[CH:37][CH:36]=1)[CH:30]=O)=[O:27])([CH3:24])([CH3:23])[CH3:22].C([BH3-])#N.[Na+].C(O)(=O)C. The product is [C:1]([O:5][C:6]([NH:8][C@H:9]([CH2:12][O:13][CH2:14][C:15]1[CH:16]=[CH:17][CH:18]=[CH:19][CH:20]=1)[CH2:10][NH:11][CH2:30][CH:29]([NH:28][C:26]([O:25][C:21]([CH3:22])([CH3:24])[CH3:23])=[O:27])[CH2:32][O:33][CH2:34][C:35]1[CH:36]=[CH:37][CH:38]=[CH:39][CH:40]=1)=[O:7])([CH3:4])([CH3:2])[CH3:3]. The catalyst is C(O)C. (2) The product is [N+:26]([C:5]1[CH:4]=[CH:3][C:2]([N:29]2[CH2:34][CH2:33][CH2:32][CH2:31][CH2:30]2)=[CH:25][C:6]=1[C:7]([NH:9][C:10]1[NH:11][N:12]=[C:13]([C:15]2[CH:20]=[CH:19][CH:18]=[C:17]([C:21]([F:24])([F:23])[F:22])[CH:16]=2)[N:14]=1)=[O:8])([O-:28])=[O:27]. The catalyst is CN(C)C=O.C(OCC)(=O)C. The yield is 0.970. The reactants are Cl[C:2]1[CH:3]=[CH:4][C:5]([N+:26]([O-:28])=[O:27])=[C:6]([CH:25]=1)[C:7]([NH:9][C:10]1[NH:11][N:12]=[C:13]([C:15]2[CH:20]=[CH:19][CH:18]=[C:17]([C:21]([F:24])([F:23])[F:22])[CH:16]=2)[N:14]=1)=[O:8].[NH:29]1[CH2:34][CH2:33][CH2:32][CH2:31][CH2:30]1. (3) The reactants are [Cl:1][C:2]1[CH:7]=[CH:6][CH:5]=[C:4]([F:8])[C:3]=1[CH2:9][N:10]1[CH:14]=[CH:13][C:12]([NH:15]C(=O)C)=[N:11]1.[OH-].[Na+]. The catalyst is CCO. The product is [Cl:1][C:2]1[CH:7]=[CH:6][CH:5]=[C:4]([F:8])[C:3]=1[CH2:9][N:10]1[CH:14]=[CH:13][C:12]([NH2:15])=[N:11]1. The yield is 0.970. (4) The reactants are [NH:1]1[CH2:6][CH2:5][CH:4]([C:7]2[CH:8]=[CH:9][C:10]3[O:19][CH2:18][CH2:17][C:16]4[N:12]([N:13]=[C:14]([C:20]5[N:21]([CH2:25][C:26]([F:29])([F:28])[F:27])[N:22]=[CH:23][N:24]=5)[CH:15]=4)[C:11]=3[CH:30]=2)[CH2:3][CH2:2]1.C(=O)([O-])[O-].[K+].[K+].Br[CH2:38][CH2:39][O:40]C1CCCCO1.Cl. The catalyst is CN(C=O)C.CO. The product is [F:28][C:26]([F:29])([F:27])[CH2:25][N:21]1[C:20]([C:14]2[CH:15]=[C:16]3[N:12]([C:11]4[CH:30]=[C:7]([CH:4]5[CH2:3][CH2:2][N:1]([CH2:38][CH2:39][OH:40])[CH2:6][CH2:5]5)[CH:8]=[CH:9][C:10]=4[O:19][CH2:18][CH2:17]3)[N:13]=2)=[N:24][CH:23]=[N:22]1. The yield is 0.540. (5) The reactants are [C:1]([O:5][C:6]([NH:8][C@H:9]1[C@@H:14]([NH:15][C:16]([O:18][CH3:19])=[O:17])[C@@H:13]([CH3:20])[CH2:12][N:11]([C:21]2[CH:26]=[CH:25][N:24]=[CH:23][C:22]=2[N:27](C(OC(C)(C)C)=O)C(OC(C)(C)C)=O)[CH2:10]1)=[O:7])([CH3:4])([CH3:3])[CH3:2].Cl.O1CCOCC1.CCN(C(C)C)C(C)C.C(OC(ON1C(=O)CCC1=O)=O)(C)(C)C. The product is [NH2:27][C:22]1[CH:23]=[N:24][CH:25]=[CH:26][C:21]=1[N:11]1[CH2:12][C@H:13]([CH3:20])[C@H:14]([NH:15][C:16](=[O:17])[O:18][CH3:19])[C@H:9]([NH:8][C:6](=[O:7])[O:5][C:1]([CH3:4])([CH3:3])[CH3:2])[CH2:10]1. No catalyst specified. The yield is 0.760.